This data is from Forward reaction prediction with 1.9M reactions from USPTO patents (1976-2016). The task is: Predict the product of the given reaction. (1) Given the reactants [C:1]1([C:14]([OH:16])=O)[C:13]2[NH:12][C:11]3[C:6](=[CH:7][CH:8]=[CH:9][CH:10]=3)[C:5]=2[CH:4]=[CH:3][CH:2]=1.[CH3:17][C:18]1[N:19]=[CH:20][N:21]([C:24]2[CH:25]=[C:26]([CH:28]=[CH:29][CH:30]=2)[NH2:27])[C:22]=1[CH3:23].Cl.C(N=C=NCCCN(C)C)C, predict the reaction product. The product is: [CH3:17][C:18]1[N:19]=[CH:20][N:21]([C:24]2[CH:25]=[C:26]([NH:27][C:14]([C:1]3[C:13]4[NH:12][C:11]5[C:6](=[CH:7][CH:8]=[CH:9][CH:10]=5)[C:5]=4[CH:4]=[CH:3][CH:2]=3)=[O:16])[CH:28]=[CH:29][CH:30]=2)[C:22]=1[CH3:23]. (2) Given the reactants C([O-])(=O)C.[Na+].C(O)(=O)C.[Cl:10][C:11]1[CH:12]=[C:13]([CH:39]=[CH:40][C:41]=1[O:42][CH:43]([CH3:45])[CH3:44])[C:14]([NH:16][C@H:17]([CH2:36][CH2:37][OH:38])[CH2:18][C:19]1[CH:24]=[CH:23][C:22]([C:25]2[N:26]=[C:27]([C:31](=[N:33][O:34]C)[CH3:32])[N:28]([CH3:30])[CH:29]=2)=[CH:21][CH:20]=1)=[O:15].C([O-])(O)=O.[Na+], predict the reaction product. The product is: [Cl:10][C:11]1[CH:12]=[C:13]([CH:39]=[CH:40][C:41]=1[O:42][CH:43]([CH3:45])[CH3:44])[C:14]([NH:16][C@H:17]([CH2:36][CH2:37][OH:38])[CH2:18][C:19]1[CH:20]=[CH:21][C:22]([C:25]2[N:26]=[C:27]([C:31](=[N:33][OH:34])[CH3:32])[N:28]([CH3:30])[CH:29]=2)=[CH:23][CH:24]=1)=[O:15]. (3) Given the reactants [CH2:1]([O:8][CH2:9][CH2:10][CH2:11][CH2:12][C@@H:13]([C:32](OC)=[O:33])[N:14]([S:20]([C:23]1[CH:28]=[CH:27][C:26]([C@@H:29]([OH:31])[CH3:30])=[CH:25][CH:24]=1)(=[O:22])=[O:21])[CH2:15][CH2:16][CH:17]([CH3:19])[CH3:18])[C:2]1[CH:7]=[CH:6][CH:5]=[CH:4][CH:3]=1.[BH4-].[Li+], predict the reaction product. The product is: [CH2:1]([O:8][CH2:9][CH2:10][CH2:11][CH2:12][C@H:13]([N:14]([CH2:15][CH2:16][CH:17]([CH3:19])[CH3:18])[S:20]([C:23]1[CH:24]=[CH:25][C:26]([C@@H:29]([OH:31])[CH3:30])=[CH:27][CH:28]=1)(=[O:22])=[O:21])[CH2:32][OH:33])[C:2]1[CH:3]=[CH:4][CH:5]=[CH:6][CH:7]=1. (4) The product is: [C:1]([N:4]([C:33]1[CH:34]=[CH:35][C:36]([Cl:39])=[CH:37][CH:38]=1)[C@@H:5]1[C:14]2[C:9](=[CH:10][CH:11]=[CH:12][CH:13]=2)[N:8]([C:15]([C:17]2[CH:18]=[CH:19][C:20]([O:21][CH2:22][CH2:23][C:24]([CH3:29])([CH3:28])[C:25]([OH:27])=[O:26])=[CH:30][CH:31]=2)=[O:16])[C@H:7]([CH3:32])[CH2:6]1)(=[O:3])[CH3:2]. Given the reactants [C:1]([N:4]([C:33]1[CH:38]=[CH:37][C:36]([Cl:39])=[CH:35][CH:34]=1)[C@H:5]1[C:14]2[C:9](=[CH:10][CH:11]=[CH:12][CH:13]=2)[N:8]([C:15]([C:17]2[CH:31]=[CH:30][C:20]([O:21][CH2:22][CH2:23][C:24]([CH3:29])([CH3:28])[C:25]([OH:27])=[O:26])=[CH:19][CH:18]=2)=[O:16])[C@@H:7]([CH3:32])[CH2:6]1)(=[O:3])[CH3:2].ClC1C=CC(N([C@H]2C3C(=CC=CC=3)N(C(=O)C3C=CC(OC)=CC=3)[C@@H](C)C2)C(=O)C)=CC=1, predict the reaction product. (5) Given the reactants [Cl:1][C:2]1[CH:7]=[CH:6][C:5]([C:8]2[N:12]([C:13]3[C:18]([F:19])=[CH:17][C:16]([O:20][CH3:21])=[CH:15][C:14]=3[F:22])[CH:11]=[N:10][C:9]=2[CH3:23])=[CH:4][N:3]=1.[Cl:24]N1C(=O)CCC1=O, predict the reaction product. The product is: [Cl:1][C:2]1[CH:7]=[CH:6][C:5]([C:8]2[N:12]([C:13]3[C:14]([F:22])=[CH:15][C:16]([O:20][CH3:21])=[CH:17][C:18]=3[F:19])[C:11]([Cl:24])=[N:10][C:9]=2[CH3:23])=[CH:4][N:3]=1. (6) The product is: [Br:1][C:2]1[CH:7]=[CH:6][C:5]([P:10](=[O:12])([CH3:11])[CH3:9])=[CH:4][CH:3]=1. Given the reactants [Br:1][C:2]1[CH:7]=[CH:6][C:5](Br)=[CH:4][CH:3]=1.[CH3:9][PH:10](=[O:12])[CH3:11].CC#N, predict the reaction product. (7) Given the reactants O=C1C2C(=CC=CC=2)C(=O)[N:3]1[CH2:12][C:13]1[CH:14]=[N:15][C:16]([CH3:22])=[C:17]([O:20][CH3:21])[C:18]=1[CH3:19].NN, predict the reaction product. The product is: [NH2:3][CH2:12][C:13]1[CH:14]=[N:15][C:16]([CH3:22])=[C:17]([O:20][CH3:21])[C:18]=1[CH3:19].